Dataset: Full USPTO retrosynthesis dataset with 1.9M reactions from patents (1976-2016). Task: Predict the reactants needed to synthesize the given product. (1) Given the product [CH:1]([C:3]1[CH:8]=[CH:7][C:6]([C:13]2[CH:14]=[C:15]([CH2:18][N:19]([CH3:28])[C:20](=[O:27])[C:21]3[CH:22]=[CH:23][CH:24]=[CH:25][CH:26]=3)[S:16][CH:17]=2)=[CH:5][CH:4]=1)=[O:2], predict the reactants needed to synthesize it. The reactants are: [CH:1]([C:3]1[CH:8]=[CH:7][C:6](B(O)O)=[CH:5][CH:4]=1)=[O:2].Br[C:13]1[CH:14]=[C:15]([CH2:18][N:19]([CH3:28])[C:20](=[O:27])[C:21]2[CH:26]=[CH:25][CH:24]=[CH:23][CH:22]=2)[S:16][CH:17]=1.C(=O)([O-])[O-].[K+].[K+]. (2) Given the product [Br:16][C:12]1[C:13]([Cl:15])=[CH:14][C:9]([CH2:4][C:3]([OH:29])=[O:2])=[C:10]([C:17](=[O:28])[N:18]([C:20]2[CH:25]=[CH:24][CH:23]=[CH:22][C:21]=2[O:26][CH3:27])[CH3:19])[CH:11]=1, predict the reactants needed to synthesize it. The reactants are: C[O:2][C:3](=[O:29])[CH:4]([C:9]1[CH:14]=[C:13]([Cl:15])[C:12]([Br:16])=[CH:11][C:10]=1[C:17](=[O:28])[N:18]([C:20]1[CH:25]=[CH:24][CH:23]=[CH:22][C:21]=1[O:26][CH3:27])[CH3:19])C(OC)=O.O[Li].O.Cl.